Dataset: Forward reaction prediction with 1.9M reactions from USPTO patents (1976-2016). Task: Predict the product of the given reaction. (1) Given the reactants [Cl:1][C:2]1[C:3]([F:23])=[C:4]([NH:8][C:9]2[C:18]3[C:13](=[CH:14][C:15]([O:21][CH3:22])=[C:16]([CH2:19]O)[CH:17]=3)[N:12]=[CH:11][N:10]=2)[CH:5]=[CH:6][CH:7]=1.S(Cl)([Cl:26])=O, predict the reaction product. The product is: [Cl:1][C:2]1[C:3]([F:23])=[C:4]([NH:8][C:9]2[C:18]3[C:13](=[CH:14][C:15]([O:21][CH3:22])=[C:16]([CH2:19][Cl:26])[CH:17]=3)[N:12]=[CH:11][N:10]=2)[CH:5]=[CH:6][CH:7]=1. (2) Given the reactants [Cl:1][C:2]1[CH:3]=[CH:4][C:5]2[N:11]3[C:12]([C:15]([F:18])([F:17])[F:16])=[N:13][N:14]=[C:10]3[C@@H:9]([CH2:19][C:20]([OH:22])=O)[O:8][C@H:7]([C:23]3[CH:28]=[CH:27][CH:26]=[C:25]([O:29][CH3:30])[C:24]=3[Cl:31])[C:6]=2[CH:32]=1.Cl.[CH2:34](N=C=NCCCN(C)C)[CH3:35].O[N:46]1[C:50]2[CH:51]=[CH:52][CH:53]=CC=2N=N1.[C:55](=[O:58])([O-])[OH:56].[Na+].Cl[CH2:61]Cl, predict the reaction product. The product is: [Cl:1][C:2]1[CH:3]=[CH:4][C:5]2[N:11]3[C:12]([C:15]([F:18])([F:17])[F:16])=[N:13][N:14]=[C:10]3[C@@H:9]([CH2:19][C:20]([NH:46][C@@H:50]([CH2:51][CH:52]([CH3:53])[CH3:61])[C:55]([O:56][CH2:34][CH3:35])=[O:58])=[O:22])[O:8][C@H:7]([C:23]3[CH:28]=[CH:27][CH:26]=[C:25]([O:29][CH3:30])[C:24]=3[Cl:31])[C:6]=2[CH:32]=1.[Cl:1][C:2]1[CH:3]=[CH:4][C:5]2[N:11]3[C:12]([C:15]([F:18])([F:17])[F:16])=[N:13][N:14]=[C:10]3[C@H:9]([CH2:19][C:20]([NH:46][C@@H:50]([CH2:51][CH:52]([CH3:53])[CH3:61])[C:55]([O:56][CH2:34][CH3:35])=[O:58])=[O:22])[O:8][C@@H:7]([C:23]3[CH:28]=[CH:27][CH:26]=[C:25]([O:29][CH3:30])[C:24]=3[Cl:31])[C:6]=2[CH:32]=1. (3) Given the reactants [Cl:1][C:2]1[S:3][C:4]([C:10]2[CH:15]=[CH:14][CH:13]=[CH:12][CH:11]=2)=[CH:5][C:6]=1[C:7]([OH:9])=O.CC[N:18]([CH:22]([CH3:24])C)[CH:19]([CH3:21])C.CN(C(ON1N=NC2C=CC=NC1=2)=[N+](C)C)C.F[P-](F)(F)(F)(F)F.N1CCCC1, predict the reaction product. The product is: [Cl:1][C:2]1[S:3][C:4]([C:10]2[CH:15]=[CH:14][CH:13]=[CH:12][CH:11]=2)=[CH:5][C:6]=1[C:7]([N:18]1[CH2:19][CH2:21][CH2:24][CH2:22]1)=[O:9]. (4) Given the reactants [CH2:1]([O:5][CH2:6][CH2:7][O:8][C:9]1[CH:14]=[CH:13][C:12]([C:15]2[CH:16]=[CH:17][C:18]3[N:24]([CH2:25][CH:26]([CH3:28])[CH3:27])[CH2:23][CH2:22][C:21]([C:29]([NH:31][C:32]4[CH:37]=[CH:36][C:35]([S:38][CH2:39][C:40]5[CH:41]=[N:42][CH:43]=[CH:44][CH:45]=5)=[C:34]([CH3:46])[CH:33]=4)=[O:30])=[CH:20][C:19]=3[CH:47]=2)=[CH:11][CH:10]=1)[CH2:2][CH2:3][CH3:4].ClC1C=CC=C(C(OO)=[O:56])C=1.S([O-])([O-])(=O)=S.[Na+].[Na+], predict the reaction product. The product is: [CH2:1]([O:5][CH2:6][CH2:7][O:8][C:9]1[CH:10]=[CH:11][C:12]([C:15]2[CH:16]=[CH:17][C:18]3[N:24]([CH2:25][CH:26]([CH3:27])[CH3:28])[CH2:23][CH2:22][C:21]([C:29]([NH:31][C:32]4[CH:37]=[CH:36][C:35]([S:38]([CH2:39][C:40]5[CH:41]=[N:42][CH:43]=[CH:44][CH:45]=5)=[O:56])=[C:34]([CH3:46])[CH:33]=4)=[O:30])=[CH:20][C:19]=3[CH:47]=2)=[CH:13][CH:14]=1)[CH2:2][CH2:3][CH3:4]. (5) The product is: [ClH:1].[N:17]12[CH2:18][CH2:19][CH:20]([CH2:21][CH2:22]1)[C@@H:15]([NH:14][C:12]([C:10]1[S:11][C:7]3[CH:6]=[C:5]([C:4]4[N:3]=[C:36]([CH2:35][C:29]5[CH:34]=[CH:33][CH:32]=[CH:31][CH:30]=5)[O:26][N:25]=4)[CH:24]=[CH:23][C:8]=3[CH:9]=1)=[O:13])[CH2:16]2. Given the reactants [ClH:1].Cl.[NH2:3]/[C:4](=[N:25]\[OH:26])/[C:5]1[CH:24]=[CH:23][C:8]2[CH:9]=[C:10]([C:12]([NH:14][C@@H:15]3[CH:20]4[CH2:21][CH2:22][N:17]([CH2:18][CH2:19]4)[CH2:16]3)=[O:13])[S:11][C:7]=2[CH:6]=1.[H-].[Na+].[C:29]1([CH2:35][C:36](OC)=O)[CH:34]=[CH:33][CH:32]=[CH:31][CH:30]=1.O, predict the reaction product. (6) Given the reactants C[Si]([N-][Si](C)(C)C)(C)C.[Na+].N1C=CNC1=[O:16].COC1C=C(CC[N:29]2[CH2:33][CH2:32][N:31]([CH2:34][CH2:35][C:36]3[CH:41]=[CH:40][C:39]([O:42][CH3:43])=[C:38]([O:44][CH3:45])[CH:37]=3)[C:30]2=[O:46])C=CC=1OC.[CH2:47]([C:51](C)=O)[CH:48](C)[CH3:49].O, predict the reaction product. The product is: [CH:45]1([O:44][C:38]2[CH:37]=[C:36]([C:35](=[O:16])[CH2:34][N:31]3[CH:32]=[CH:33][NH:29][C:30]3=[O:46])[CH:41]=[CH:40][C:39]=2[O:42][CH3:43])[CH2:49][CH2:48][CH2:47][CH2:51]1. (7) The product is: [Br:1][C:2]1[CH:3]=[C:4]([CH2:9][CH2:10][CH2:11][C:12]([OH:16])=[O:13])[CH:5]=[CH:6][C:7]=1[Cl:8]. Given the reactants [Br:1][C:2]1[CH:3]=[C:4]([CH2:9][CH2:10][CH2:11][CH2:12][OH:13])[CH:5]=[CH:6][C:7]=1[Cl:8].CC(C)=[O:16].OS(O)(=O)=O.O=[Cr](=O)=O.CC(O)C, predict the reaction product.